Task: Regression. Given two drug SMILES strings and cell line genomic features, predict the synergy score measuring deviation from expected non-interaction effect.. Dataset: NCI-60 drug combinations with 297,098 pairs across 59 cell lines (1) Drug 1: CC(C)(C#N)C1=CC(=CC(=C1)CN2C=NC=N2)C(C)(C)C#N. Drug 2: N.N.Cl[Pt+2]Cl. Cell line: SW-620. Synergy scores: CSS=27.3, Synergy_ZIP=0.526, Synergy_Bliss=-1.27, Synergy_Loewe=1.36, Synergy_HSA=0.595. (2) Drug 1: C1CN1P(=S)(N2CC2)N3CC3. Drug 2: CC1=C(C=C(C=C1)C(=O)NC2=CC(=CC(=C2)C(F)(F)F)N3C=C(N=C3)C)NC4=NC=CC(=N4)C5=CN=CC=C5. Cell line: NCI-H460. Synergy scores: CSS=22.4, Synergy_ZIP=0.547, Synergy_Bliss=1.19, Synergy_Loewe=-5.54, Synergy_HSA=-0.457. (3) Drug 1: CC1OCC2C(O1)C(C(C(O2)OC3C4COC(=O)C4C(C5=CC6=C(C=C35)OCO6)C7=CC(=C(C(=C7)OC)O)OC)O)O. Drug 2: CCC1(CC2CC(C3=C(CCN(C2)C1)C4=CC=CC=C4N3)(C5=C(C=C6C(=C5)C78CCN9C7C(C=CC9)(C(C(C8N6C=O)(C(=O)OC)O)OC(=O)C)CC)OC)C(=O)OC)O.OS(=O)(=O)O. Cell line: RXF 393. Synergy scores: CSS=38.2, Synergy_ZIP=-10.1, Synergy_Bliss=-2.48, Synergy_Loewe=-0.161, Synergy_HSA=1.67. (4) Drug 1: CS(=O)(=O)C1=CC(=C(C=C1)C(=O)NC2=CC(=C(C=C2)Cl)C3=CC=CC=N3)Cl. Drug 2: CC1CCC2CC(C(=CC=CC=CC(CC(C(=O)C(C(C(=CC(C(=O)CC(OC(=O)C3CCCCN3C(=O)C(=O)C1(O2)O)C(C)CC4CCC(C(C4)OC)OCCO)C)C)O)OC)C)C)C)OC. Cell line: U251. Synergy scores: CSS=35.2, Synergy_ZIP=3.50, Synergy_Bliss=6.55, Synergy_Loewe=-7.73, Synergy_HSA=9.13. (5) Drug 1: C1=CC(=CC=C1CCCC(=O)O)N(CCCl)CCCl. Drug 2: C(CC(=O)O)C(=O)CN.Cl. Cell line: NCI-H522. Synergy scores: CSS=16.0, Synergy_ZIP=-7.53, Synergy_Bliss=-2.80, Synergy_Loewe=-6.46, Synergy_HSA=-0.565. (6) Drug 1: C1CCN(CC1)CCOC2=CC=C(C=C2)C(=O)C3=C(SC4=C3C=CC(=C4)O)C5=CC=C(C=C5)O. Drug 2: CCC1=C2CN3C(=CC4=C(C3=O)COC(=O)C4(CC)O)C2=NC5=C1C=C(C=C5)O. Cell line: SK-MEL-2. Synergy scores: CSS=6.83, Synergy_ZIP=-4.91, Synergy_Bliss=-2.07, Synergy_Loewe=-17.2, Synergy_HSA=-4.62. (7) Drug 1: C1CCN(CC1)CCOC2=CC=C(C=C2)C(=O)C3=C(SC4=C3C=CC(=C4)O)C5=CC=C(C=C5)O. Drug 2: COC1=NC(=NC2=C1N=CN2C3C(C(C(O3)CO)O)O)N. Cell line: HT29. Synergy scores: CSS=-7.32, Synergy_ZIP=1.35, Synergy_Bliss=-3.11, Synergy_Loewe=-6.10, Synergy_HSA=-6.85. (8) Drug 1: CCC1(CC2CC(C3=C(CCN(C2)C1)C4=CC=CC=C4N3)(C5=C(C=C6C(=C5)C78CCN9C7C(C=CC9)(C(C(C8N6C=O)(C(=O)OC)O)OC(=O)C)CC)OC)C(=O)OC)O.OS(=O)(=O)O. Drug 2: C1CNP(=O)(OC1)N(CCCl)CCCl. Cell line: NCI-H226. Synergy scores: CSS=3.73, Synergy_ZIP=-2.40, Synergy_Bliss=-1.35, Synergy_Loewe=0.715, Synergy_HSA=0.0995.